Dataset: Reaction yield outcomes from USPTO patents with 853,638 reactions. Task: Predict the reaction yield, written as a fraction of the theoretical maximum amount of product (1.0 means a 100% yield; for example, 0.34 means a 34% yield). (1) The reactants are [N:1]1([C:6]([O:8][C:9]([CH3:12])([CH3:11])[CH3:10])=[O:7])[CH:5]=[CH:4][CH:3]=[CH:2]1.[C:13]([O:21][CH3:22])(=[O:20])[C:14]#[C:15][C:16]([O:18][CH3:19])=[O:17]. The catalyst is [Al+3].[Cl-].[Cl-].[Cl-].C(Cl)Cl.CO. The product is [C@@H:2]12[N:1]([C:6]([O:8][C:9]([CH3:12])([CH3:11])[CH3:10])=[O:7])[C@@H:5]([CH:4]=[CH:3]1)[C:15]([C:16]([O:18][CH3:19])=[O:17])=[C:14]2[C:13]([O:21][CH3:22])=[O:20]. The yield is 0.530. (2) The reactants are Cl[CH2:2][C:3]1[N:8]=[C:7]([CH2:9][N:10]2[C:19]3[C:14](=[C:15]([CH:20]4[O:24][CH2:23][CH2:22][O:21]4)[CH:16]=[CH:17][CH:18]=3)[CH2:13][CH2:12][C:11]2=[O:25])[CH:6]=[CH:5][CH:4]=1.[NH:26]1[CH2:31][CH2:30][CH2:29][CH2:28][CH2:27]1.O.C(O)(=O)C. The catalyst is C(OCC)(=O)C. The product is [O:21]1[CH2:22][CH2:23][O:24][CH:20]1[C:15]1[CH:16]=[CH:17][CH:18]=[C:19]2[C:14]=1[CH2:13][CH2:12][C:11](=[O:25])[N:10]2[CH2:9][C:7]1[CH:6]=[CH:5][CH:4]=[C:3]([CH2:2][N:26]2[CH2:31][CH2:30][CH2:29][CH2:28][CH2:27]2)[N:8]=1. The yield is 0.640. (3) The reactants are [C:1]1([NH:7][C:8]2[CH:13]=[CH:12][CH:11]=[C:10]([C:14]3[CH:23]=[CH:22][C:21]4[C:16](=[CH:17][CH:18]=[CH:19][CH:20]=4)[N:15]=3)[CH:9]=2)[CH:6]=[CH:5][CH:4]=[CH:3][CH:2]=1.CC(C)([O-])C.[Na+].Br[C:31]1[CH:32]=[C:33]([C:37]2[N:38]([C:42]3[C:47]([CH:48]([CH3:50])[CH3:49])=[CH:46][CH:45]=[CH:44][C:43]=3[CH:51]([CH3:53])[CH3:52])[CH:39]=[CH:40][N:41]=2)[CH:34]=[CH:35][CH:36]=1.C1(P(C2CCCCC2)C2C=CC=CC=2C2C(OC)=CC=CC=2OC)CCCCC1. The catalyst is C1C=CC(/C=C/C(/C=C/C2C=CC=CC=2)=O)=CC=1.C1C=CC(/C=C/C(/C=C/C2C=CC=CC=2)=O)=CC=1.C1C=CC(/C=C/C(/C=C/C2C=CC=CC=2)=O)=CC=1.[Pd].[Pd].C1(C)C=CC=CC=1. The product is [CH:51]([C:43]1[CH:44]=[CH:45][CH:46]=[C:47]([CH:48]([CH3:50])[CH3:49])[C:42]=1[N:38]1[CH:39]=[CH:40][N:41]=[C:37]1[C:33]1[CH:32]=[C:31]([CH:36]=[CH:35][CH:34]=1)[N:7]([C:1]1[CH:6]=[CH:5][CH:4]=[CH:3][CH:2]=1)[C:8]1[CH:13]=[CH:12][CH:11]=[C:10]([C:14]2[CH:23]=[CH:22][C:21]3[C:16](=[CH:17][CH:18]=[CH:19][CH:20]=3)[N:15]=2)[CH:9]=1)([CH3:53])[CH3:52]. The yield is 0.910. (4) The reactants are [Cl-].O[NH3+:3].[C:4](=[O:7])([O-])[OH:5].[Na+].CS(C)=O.[CH:13]([O:16][C:17]1[CH:22]=[CH:21][C:20]([N:23]2[C:28](=[O:29])[C:27]([CH2:30][C:31]3[CH:36]=[CH:35][C:34]([C:37]4[C:38]([C:43]#[N:44])=[CH:39][CH:40]=[CH:41][CH:42]=4)=[CH:33][CH:32]=3)=[C:26]([CH2:45][CH2:46][CH3:47])[N:25]=[CH:24]2)=[CH:19][CH:18]=1)([CH3:15])[CH3:14]. The catalyst is C(OCC)(=O)C. The product is [CH:13]([O:16][C:17]1[CH:18]=[CH:19][C:20]([N:23]2[C:28](=[O:29])[C:27]([CH2:30][C:31]3[CH:36]=[CH:35][C:34]([C:37]4[CH:42]=[CH:41][CH:40]=[CH:39][C:38]=4[C:43]4[NH:3][C:4](=[O:7])[O:5][N:44]=4)=[CH:33][CH:32]=3)=[C:26]([CH2:45][CH2:46][CH3:47])[N:25]=[CH:24]2)=[CH:21][CH:22]=1)([CH3:15])[CH3:14]. The yield is 0.830.